From a dataset of Peptide-MHC class I binding affinity with 185,985 pairs from IEDB/IMGT. Regression. Given a peptide amino acid sequence and an MHC pseudo amino acid sequence, predict their binding affinity value. This is MHC class I binding data. (1) The peptide sequence is TGQAFAAL. The MHC is H-2-Kb with pseudo-sequence H-2-Kb. The binding affinity (normalized) is 0.645. (2) The peptide sequence is SIPISELSRL. The MHC is HLA-A02:02 with pseudo-sequence HLA-A02:02. The binding affinity (normalized) is 0.489. (3) The MHC is HLA-A02:03 with pseudo-sequence HLA-A02:03. The peptide sequence is TELPLAYER. The binding affinity (normalized) is 0.0847. (4) The peptide sequence is RRQWVLAFR. The MHC is HLA-A26:01 with pseudo-sequence HLA-A26:01. The binding affinity (normalized) is 0.0847.